From a dataset of Full USPTO retrosynthesis dataset with 1.9M reactions from patents (1976-2016). Predict the reactants needed to synthesize the given product. (1) Given the product [F:8][C:5]1[CH:6]=[CH:7][C:2]([C:12]#[C:11][CH2:10][CH2:9][C:13]2[N:14]=[C:15]3[CH:20]=[CH:19][CH:18]=[CH:17][N:16]3[CH:21]=2)=[N:3][CH:4]=1, predict the reactants needed to synthesize it. The reactants are: Br[C:2]1[CH:7]=[CH:6][C:5]([F:8])=[CH:4][N:3]=1.[CH2:9]([C:13]1[N:14]=[C:15]2[CH:20]=[CH:19][CH:18]=[CH:17][N:16]2[CH:21]=1)[CH2:10][C:11]#[CH:12]. (2) Given the product [N:31]([CH2:19][C@:15]1([CH3:18])[O:14][C:13]2[C:8]([C:5]3[CH:6]=[CH:7][C:2]([Cl:1])=[CH:3][CH:4]=3)=[CH:9][CH:10]=[CH:11][C:12]=2[O:17][CH2:16]1)=[N+:32]=[N-:33], predict the reactants needed to synthesize it. The reactants are: [Cl:1][C:2]1[CH:7]=[CH:6][C:5]([C:8]2[C:13]3[O:14][C@:15]([CH2:19]OS(C4C=CC(C)=CC=4)(=O)=O)([CH3:18])[CH2:16][O:17][C:12]=3[CH:11]=[CH:10][CH:9]=2)=[CH:4][CH:3]=1.[N-:31]=[N+:32]=[N-:33].[Na+]. (3) The reactants are: [Br:1][C:2]1[C:11]2[C:6](=[CH:7][C:8](Br)=[CH:9][CH:10]=2)[CH:5]=[N:4][CH:3]=1.[CH3:13][C:14]1[CH:23]=[CH:22][C:17]([C:18]([O:20][CH3:21])=[O:19])=[CH:16][C:15]=1B1OC(C)(C)C(C)(C)O1.CCO.C([O-])([O-])=O.[K+].[K+]. Given the product [Br:1][C:2]1[C:11]2[C:6](=[CH:7][C:8]([C:15]3[CH:16]=[C:17]([CH:22]=[CH:23][C:14]=3[CH3:13])[C:18]([O:20][CH3:21])=[O:19])=[CH:9][CH:10]=2)[CH:5]=[N:4][CH:3]=1, predict the reactants needed to synthesize it. (4) Given the product [Si:20]([O:10][C:7]1[CH:8]=[C:9]2[C:4]([CH:3]=[N:2][NH:1]2)=[CH:5][CH:6]=1)([C:17]([CH3:19])([CH3:18])[CH3:16])([C:27]1[CH:28]=[CH:29][CH:30]=[CH:31][CH:32]=1)[C:21]1[CH:26]=[CH:25][CH:24]=[CH:23][CH:22]=1, predict the reactants needed to synthesize it. The reactants are: [NH:1]1[C:9]2[C:4](=[CH:5][CH:6]=[C:7]([OH:10])[CH:8]=2)[CH:3]=[N:2]1.N1C=CN=C1.[CH3:16][C:17]([Si:20](Cl)([C:27]1[CH:32]=[CH:31][CH:30]=[CH:29][CH:28]=1)[C:21]1[CH:26]=[CH:25][CH:24]=[CH:23][CH:22]=1)([CH3:19])[CH3:18].O. (5) Given the product [ClH:1].[NH2:8][CH2:9][CH2:10][O:11][CH2:12][C:13]([O:15][CH2:3][CH3:4])=[O:14], predict the reactants needed to synthesize it. The reactants are: [ClH:1].O1CCO[CH2:4][CH2:3]1.[NH2:8][CH2:9][CH2:10][O:11][CH2:12][C:13]([OH:15])=[O:14].C(O)C. (6) Given the product [NH2:36][C:34]1[C:35]2[C:26]([O:25][CH2:24][C@H:20]3[CH2:21][CH2:22][CH2:23][N:18]([C:16](=[O:17])[CH2:15][C:13]([C:11]4[CH:10]=[CH:9][C:8]([O:40][CH3:41])=[C:7]([OH:6])[CH:12]=4)([CH3:39])[CH3:14])[CH2:19]3)=[CH:27][CH:28]=[CH:29][C:30]=2[NH:31][S:32](=[O:38])(=[O:37])[N:33]=1, predict the reactants needed to synthesize it. The reactants are: C(S([O:6][C:7]1[CH:12]=[C:11]([C:13]([CH3:39])([CH2:15][C:16]([N:18]2[CH2:23][CH2:22][CH2:21][C@H:20]([CH2:24][O:25][C:26]3[C:35]4[C:34]([NH2:36])=[N:33][S:32](=[O:38])(=[O:37])[NH:31][C:30]=4[CH:29]=[CH:28][CH:27]=3)[CH2:19]2)=[O:17])[CH3:14])[CH:10]=[CH:9][C:8]=1[O:40][CH3:41])(=O)=O)C.[OH-].[Na+].Cl.